This data is from NCI-60 drug combinations with 297,098 pairs across 59 cell lines. The task is: Regression. Given two drug SMILES strings and cell line genomic features, predict the synergy score measuring deviation from expected non-interaction effect. (1) Drug 1: CN(C)N=NC1=C(NC=N1)C(=O)N. Drug 2: CCC1(CC2CC(C3=C(CCN(C2)C1)C4=CC=CC=C4N3)(C5=C(C=C6C(=C5)C78CCN9C7C(C=CC9)(C(C(C8N6C=O)(C(=O)OC)O)OC(=O)C)CC)OC)C(=O)OC)O.OS(=O)(=O)O. Cell line: TK-10. Synergy scores: CSS=-6.08, Synergy_ZIP=2.85, Synergy_Bliss=0.351, Synergy_Loewe=-3.93, Synergy_HSA=-4.11. (2) Drug 1: C1=CC(=CC=C1CCC2=CNC3=C2C(=O)NC(=N3)N)C(=O)NC(CCC(=O)O)C(=O)O. Drug 2: C1=C(C(=O)NC(=O)N1)F. Cell line: SK-OV-3. Synergy scores: CSS=52.8, Synergy_ZIP=-1.30, Synergy_Bliss=-3.83, Synergy_Loewe=-0.980, Synergy_HSA=1.47. (3) Drug 1: CN1C2=C(C=C(C=C2)N(CCCl)CCCl)N=C1CCCC(=O)O.Cl. Drug 2: COC1=C2C(=CC3=C1OC=C3)C=CC(=O)O2. Cell line: HL-60(TB). Synergy scores: CSS=14.9, Synergy_ZIP=-6.30, Synergy_Bliss=-4.27, Synergy_Loewe=1.43, Synergy_HSA=-3.43. (4) Drug 1: C1=C(C(=O)NC(=O)N1)N(CCCl)CCCl. Drug 2: CC1C(C(CC(O1)OC2CC(CC3=C2C(=C4C(=C3O)C(=O)C5=CC=CC=C5C4=O)O)(C(=O)C)O)N)O. Cell line: RPMI-8226. Synergy scores: CSS=62.0, Synergy_ZIP=0.643, Synergy_Bliss=0.162, Synergy_Loewe=2.31, Synergy_HSA=4.13.